From a dataset of Reaction yield outcomes from USPTO patents with 853,638 reactions. Predict the reaction yield, written as a fraction of the theoretical maximum amount of product (1.0 means a 100% yield; for example, 0.34 means a 34% yield). (1) The reactants are Br.Br[CH2:3][C:4]([C:6]1[CH:7]=[N:8][CH:9]=[CH:10][CH:11]=1)=O.[CH3:12][C:13]1[CH:14]=[C:15]([NH:19][C:20]([NH2:22])=[S:21])[CH:16]=[CH:17][CH:18]=1.N. The catalyst is CCO.O. The yield is 0.770. The product is [CH3:12][C:13]1[CH:14]=[C:15]([NH:19][C:20]2[S:21][CH:3]=[C:4]([C:6]3[CH:7]=[N:8][CH:9]=[CH:10][CH:11]=3)[N:22]=2)[CH:16]=[CH:17][CH:18]=1. (2) The catalyst is C1COCC1. The reactants are [Cl:1][C:2]1[CH:7]=[C:6]([C:8]2[C:16]3[C:11](=[N:12][CH:13]=[CH:14][CH:15]=3)[N:10](S(C3C=CC=CC=3)(=O)=O)[CH:9]=2)[N:5]=[C:4]([NH:26][C@H:27]2[CH2:32][CH2:31][C@H:30]([NH2:33])[CH2:29][CH2:28]2)[N:3]=1.[CH:34]1([S:37](Cl)(=[O:39])=[O:38])[CH2:36][CH2:35]1.C(N(CC)CC)C.[F:48][C:49]([F:54])([F:53])[C:50]([OH:52])=[O:51]. The product is [F:48][C:49]([F:54])([F:53])[C:50]([OH:52])=[O:51].[Cl:1][C:2]1[CH:7]=[C:6]([C:8]2[C:16]3[C:11](=[N:12][CH:13]=[CH:14][CH:15]=3)[NH:10][CH:9]=2)[N:5]=[C:4]([NH:26][C@H:27]2[CH2:32][CH2:31][C@H:30]([NH:33][S:37]([CH:34]3[CH2:36][CH2:35]3)(=[O:39])=[O:38])[CH2:29][CH2:28]2)[N:3]=1. The yield is 0.00100. (3) The yield is 0.490. The catalyst is CN(C)C1C=CN=CC=1.ClCCl. The reactants are [CH3:1][CH:2]([CH3:8])[CH2:3][CH2:4][C:5](O)=[O:6].C(OC([N:16]1[CH2:21][CH2:20][NH:19][CH2:18][C@@H:17]1[C@@H:22]([OH:34])[C@H:23]([NH2:33])[CH2:24][C:25]1[CH:30]=[C:29]([F:31])[CH:28]=[C:27]([F:32])[CH:26]=1)=O)(C)(C)C.[ClH:35].CN(C)[CH2:38][CH2:39][CH2:40]N=C=NCC.[OH:47][C:48]1C2N=NNC=2C=[CH:50][CH:49]=1.C(N(CC)CC)C. The product is [ClH:35].[F:31][C:29]1[CH:30]=[C:25]([CH:26]=[C:27]([F:32])[CH:28]=1)[CH2:24][C@H:23]([NH:33][C:48](=[O:47])[CH2:49][CH2:50][CH:39]([CH3:38])[CH3:40])[C@@H:22]([OH:34])[C@H:17]1[CH2:18][N:19]([C:5](=[O:6])[CH2:4][CH2:3][CH:2]([CH3:8])[CH3:1])[CH2:20][CH2:21][NH:16]1. (4) The reactants are [C:1]([O:5][C:6]([N:8]1[CH2:13][CH2:12][CH:11]([CH2:14][CH2:15][O:16][C:17]([O:19]C2C=CC=CC=2)=O)[CH2:10][CH2:9]1)=[O:7])([CH3:4])([CH3:3])[CH3:2].[CH3:26][C@H:27]1[O:32][C@@H:31]([CH3:33])[CH2:30][NH:29][CH2:28]1. No catalyst specified. The product is [C:1]([O:5][C:6]([N:8]1[CH2:9][CH2:10][CH:11]([CH2:14][CH2:15][O:16][C:17]([N:29]2[CH2:28][C@H:27]([CH3:26])[O:32][C@H:31]([CH3:33])[CH2:30]2)=[O:19])[CH2:12][CH2:13]1)=[O:7])([CH3:2])([CH3:3])[CH3:4]. The yield is 0.860.